Predict the reactants needed to synthesize the given product. From a dataset of Full USPTO retrosynthesis dataset with 1.9M reactions from patents (1976-2016). (1) The reactants are: [C:1]1([C@@H:7]2[C@H:12]3[C@H:10]([CH2:11]3)[C@H:9]([NH2:13])[CH2:8]2)[CH:6]=[CH:5][CH:4]=[CH:3][CH:2]=1.CCN(C(C)C)C(C)C.O=C1CCC(=O)N1[O:30][C:31]([NH:33][C:34]1[CH:42]=[CH:41][CH:40]=[C:39]2[C:35]=1[CH:36]=[N:37][N:38]2C(OC)=O)=O.[OH-].[Na+]. Given the product [NH:38]1[C:39]2[C:35](=[C:34]([NH:33][C:31]([NH:13][C@@H:9]3[CH2:8][C@H:7]([C:1]4[CH:2]=[CH:3][CH:4]=[CH:5][CH:6]=4)[C@H:12]4[C@@H:10]3[CH2:11]4)=[O:30])[CH:42]=[CH:41][CH:40]=2)[CH:36]=[N:37]1, predict the reactants needed to synthesize it. (2) Given the product [CH3:16][CH2:17][O:19][C:4]([CH3:5])=[O:8].[CH3:7][CH2:6][CH2:5][CH:4]([CH3:3])[CH3:11].[Br:1][C:2]1[CH:3]=[C:4]([CH:5]=[CH:6][CH:7]=1)[O:8][CH2:11][CH2:12][N:13]1[CH2:17][CH2:16][CH2:15][CH2:14]1, predict the reactants needed to synthesize it. The reactants are: [Br:1][C:2]1[CH:3]=[C:4]([OH:8])[CH:5]=[CH:6][CH:7]=1.Cl.Cl[CH2:11][CH2:12][N:13]1[CH2:17][CH2:16][CH2:15][CH2:14]1.C(=O)([O-])[O-:19].[Cs+].[Cs+]. (3) Given the product [CH3:29][C:21]1[NH:20][C:19]([CH:17]=[C:9]2[C:8]3[C:12](=[CH:13][CH:14]=[CH:15][C:7]=3[CH:4]3[CH2:3][CH2:2][NH:1][CH2:6][CH2:5]3)[NH:11][C:10]2=[O:16])=[C:23]([CH2:24][CH2:25][C:26]([OH:28])=[O:27])[CH:22]=1, predict the reactants needed to synthesize it. The reactants are: [NH:1]1[CH2:6][CH2:5][CH:4]([C:7]2[CH:15]=[CH:14][CH:13]=[C:12]3[C:8]=2[CH2:9][C:10](=[O:16])[NH:11]3)[CH2:3][CH2:2]1.[CH:17]([C:19]1[NH:20][C:21]([CH3:29])=[CH:22][C:23]=1[CH2:24][CH2:25][C:26]([OH:28])=[O:27])=O. (4) Given the product [Cl:1][C:2]1[CH:7]=[CH:6][C:5]([N:8]2[CH2:13][CH2:12][CH:11]([C:14]([N:29]3[CH2:34][CH2:33][O:32][CH2:31][CH2:30]3)=[O:16])[CH2:10][CH2:9]2)=[CH:4][C:3]=1[NH:17][C@@H:18]([C:20]1[CH:25]=[CH:24][C:23]([Cl:26])=[CH:22][C:21]=1[Cl:27])[CH3:19], predict the reactants needed to synthesize it. The reactants are: [Cl:1][C:2]1[CH:7]=[CH:6][C:5]([N:8]2[CH2:13][CH2:12][CH:11]([C:14]([OH:16])=O)[CH2:10][CH2:9]2)=[CH:4][C:3]=1[NH:17][C@@H:18]([C:20]1[CH:25]=[CH:24][C:23]([Cl:26])=[CH:22][C:21]=1[Cl:27])[CH3:19].C[N:29]1[CH2:34][CH2:33][O:32][CH2:31][CH2:30]1.CN(C(ON1N=NC2C=CC=NC1=2)=[N+](C)C)C.F[P-](F)(F)(F)(F)F.CCN(C(C)C)C(C)C. (5) Given the product [CH:15]([S:18][CH:4]([C:5]1[CH:10]=[CH:9][C:8]([Cl:11])=[C:7]([Cl:12])[CH:6]=1)[C:3]([NH:19][C:20]1[S:21][CH:22]=[CH:23][N:24]=1)=[O:14])([CH3:17])[CH3:16], predict the reactants needed to synthesize it. The reactants are: CO[C:3](=[O:14])[CH:4](Br)[C:5]1[CH:10]=[CH:9][C:8]([Cl:11])=[C:7]([Cl:12])[CH:6]=1.[CH:15]([SH:18])([CH3:17])[CH3:16].[NH2:19][C:20]1[S:21][CH:22]=[CH:23][N:24]=1. (6) Given the product [O:1]1[C:10]2[C:5](=[CH:6][CH:7]=[CH:8][CH:9]=2)[C:4](=[N:13][OH:14])[CH2:3][CH2:2]1, predict the reactants needed to synthesize it. The reactants are: [O:1]1[C:10]2[C:5](=[CH:6][CH:7]=[CH:8][CH:9]=2)[C:4](=O)[CH2:3][CH2:2]1.Cl.[NH2:13][OH:14].CC([O-])=O.[Na+]. (7) The reactants are: [NH:1]1[C:9]2[C:4](=[CH:5][CH:6]=[CH:7][CH:8]=2)[CH2:3][CH:2]1[C:10]1[N:11]([CH3:30])[C:12](=[O:29])[C:13]([O:20][C:21](=[O:28])[C:22]2[CH:27]=[CH:26][CH:25]=[CH:24][CH:23]=2)=[C:14]([C:16]([O:18][CH3:19])=[O:17])[N:15]=1.N1C=C[CH:34]=[CH:33][CH:32]=1.[CH2:37]1[CH2:41][O:40][CH2:39][CH2:38]1. Given the product [C:39]([N:1]1[C:9]2[C:4](=[CH:5][CH:6]=[CH:7][CH:8]=2)[CH2:3][CH:2]1[C:10]1[N:11]([CH3:30])[C:12](=[O:29])[C:13]([O:20][C:21](=[O:28])[C:22]2[CH:23]=[CH:24][CH:25]=[CH:26][CH:27]=2)=[C:14]([C:16]([O:18][CH3:19])=[O:17])[N:15]=1)(=[O:40])[C:38]1[CH:37]=[CH:41][CH:34]=[CH:33][CH:32]=1, predict the reactants needed to synthesize it.